This data is from Forward reaction prediction with 1.9M reactions from USPTO patents (1976-2016). The task is: Predict the product of the given reaction. (1) Given the reactants [H-].[Na+].[OH:3][C:4]1([C:16]2[N:17]=[CH:18][N:19]([C:21]([C:34]3[CH:39]=[CH:38][CH:37]=[CH:36][CH:35]=3)([C:28]3[CH:33]=[CH:32][CH:31]=[CH:30][CH:29]=3)[C:22]3[CH:27]=[CH:26][CH:25]=[CH:24][CH:23]=3)[CH:20]=2)[CH2:13][CH2:12][CH2:11][C:10]2[CH:9]=[C:8]([C:14]#[N:15])[CH:7]=[CH:6][C:5]1=2.Br[CH2:41][C:42]([O:44][CH2:45][CH3:46])=[O:43].C(=O)(O)[O-].[Na+], predict the reaction product. The product is: [C:14]([C:8]1[CH:9]=[C:10]2[C:5](=[CH:6][CH:7]=1)[C:4]([C:16]1[N:17]=[CH:18][N:19]([C:21]([C:28]3[CH:29]=[CH:30][CH:31]=[CH:32][CH:33]=3)([C:34]3[CH:35]=[CH:36][CH:37]=[CH:38][CH:39]=3)[C:22]3[CH:27]=[CH:26][CH:25]=[CH:24][CH:23]=3)[CH:20]=1)([O:3][CH2:41][C:42]([O:44][CH2:45][CH3:46])=[O:43])[CH2:13][CH2:12][CH2:11]2)#[N:15]. (2) The product is: [C:1]([C:8]1[CH:16]=[C:15]([NH:17][NH2:18])[CH:14]=[CH:13][C:9]=1[C:10]([N:52]([C:37](=[O:51])[CH2:38][CH2:39][CH2:40][CH2:41][C@H:42]1[C@@H:50]2[C@@H:45]([NH:46][C:47]([NH:49]2)=[O:48])[CH2:44][S:43]1)[NH2:53])=[O:12])([O:3][C:4]([CH3:5])([CH3:6])[CH3:7])=[O:2]. Given the reactants [C:1]([C:8]1[CH:16]=[C:15]([NH:17][NH2:18])[CH:14]=[CH:13][C:9]=1[C:10]([OH:12])=O)([O:3][C:4]([CH3:7])([CH3:6])[CH3:5])=[O:2].[Cl-].COC1N=C(OC)N=C([N+]2(C)CCOCC2)N=1.[C:37]([NH:52][NH2:53])(=[O:51])[CH2:38][CH2:39][CH2:40][CH2:41][C@H:42]1[C@@H:50]2[C@@H:45]([NH:46][C:47]([NH:49]2)=[O:48])[CH2:44][S:43]1, predict the reaction product.